This data is from Catalyst prediction with 721,799 reactions and 888 catalyst types from USPTO. The task is: Predict which catalyst facilitates the given reaction. (1) Reactant: C(OC(=O)[NH:7][C@H:8]([C:10]1[N:14]([C@H:15]2[CH2:18][C@@H:17]([O:19][CH3:20])[CH2:16]2)[C:13]2[CH:21]=[C:22]([F:25])[CH:23]=[CH:24][C:12]=2[N:11]=1)[CH3:9])(C)(C)C.C(O)(C(F)(F)F)=O. Product: [F:25][C:22]1[CH:23]=[CH:24][C:12]2[N:11]=[C:10]([C@@H:8]([NH2:7])[CH3:9])[N:14]([C@H:15]3[CH2:18][C@@H:17]([O:19][CH3:20])[CH2:16]3)[C:13]=2[CH:21]=1. The catalyst class is: 2. (2) Reactant: [CH2:1]([N:3]1[C:11]2[C:6](=[CH:7][CH:8]=[C:9]([O:12][CH3:13])[CH:10]=2)[C:5]([C:14](=[O:16])[CH3:15])=[CH:4]1)[CH3:2].[CH2:17]([N:19]1C2C(=CC=C(OC)C=2)C=C1)C.COC(OC)N(C)C.N1CCCC1.Cl.ON. Product: [CH2:1]([N:3]1[C:11]2[C:6](=[CH:7][CH:8]=[C:9]([O:12][CH3:13])[CH:10]=2)[C:5]([C:14]2[O:16][N:19]=[CH:17][CH:15]=2)=[CH:4]1)[CH3:2]. The catalyst class is: 6. (3) Product: [NH2:1][CH2:4][CH2:5][CH2:6][C:7]1[CH:12]=[CH:11][C:10]([NH:13][C:14]2[N:19]=[CH:18][C:17]([CH2:20][C:21]([NH2:23])=[O:22])=[C:16]([NH:24][CH2:25][C:26]3[CH:31]=[C:30]([F:32])[CH:29]=[C:28]([F:33])[CH:27]=3)[CH:15]=2)=[CH:9][CH:8]=1. The catalyst class is: 178. Reactant: [N:1]([CH2:4][CH2:5][CH2:6][C:7]1[CH:12]=[CH:11][C:10]([NH:13][C:14]2[N:19]=[CH:18][C:17]([CH2:20][C:21]([NH2:23])=[O:22])=[C:16]([NH:24][CH2:25][C:26]3[CH:31]=[C:30]([F:32])[CH:29]=[C:28]([F:33])[CH:27]=3)[CH:15]=2)=[CH:9][CH:8]=1)=[N+]=[N-]. (4) Reactant: [C:1]([C:3]1[C:22](=[O:23])[C@@H:21]([CH3:24])[C@@H:6]2[CH2:7][CH2:8][C:9]3[CH:10]=[N:11][C:12]([C:15]4[CH:20]=[CH:19][CH:18]=[CH:17][CH:16]=4)=[N:13][C:14]=3[C@@:5]2([C:25]2[CH:26]=[C:27]([CH:32]=[CH:33][CH:34]=2)[C:28]([O:30]C)=[O:29])[CH:4]=1)#[N:2].O.O.[OH-].[Li+].Cl. Product: [C:1]([C:3]1[C:22](=[O:23])[C@@H:21]([CH3:24])[C@@H:6]2[CH2:7][CH2:8][C:9]3[CH:10]=[N:11][C:12]([C:15]4[CH:16]=[CH:17][CH:18]=[CH:19][CH:20]=4)=[N:13][C:14]=3[C@@:5]2([C:25]2[CH:26]=[C:27]([CH:32]=[CH:33][CH:34]=2)[C:28]([OH:30])=[O:29])[CH:4]=1)#[N:2]. The catalyst class is: 54.